This data is from Full USPTO retrosynthesis dataset with 1.9M reactions from patents (1976-2016). The task is: Predict the reactants needed to synthesize the given product. (1) Given the product [C:8]1([OH:17])[C:11]2[CH:12]=[CH:13][CH:14]=[CH:15][C:10]=2[CH:9]=1, predict the reactants needed to synthesize it. The reactants are: F[B-](F)(F)F.[H+].Br[CH:8]1[C:11]2=[CH:12][CH:13]=[CH:14][CH:15]=[C:10]2[CH2:9]1.C([O-])(O)=[O:17].[Na+].[OH-].[K+]. (2) Given the product [CH3:1][O:2][C:3]1[CH:8]=[CH:7][C:6]([C:9]2([C:15]([O:17][C:18]3[CH:19]=[CH:20][C:21]([C:24]([NH:26][OH:27])=[O:25])=[CH:22][CH:23]=3)=[O:16])[CH2:14][CH2:13][CH2:12][CH2:11][CH2:10]2)=[CH:5][CH:4]=1, predict the reactants needed to synthesize it. The reactants are: [CH3:1][O:2][C:3]1[CH:8]=[CH:7][C:6]([C:9]2([C:15]([O:17][C:18]3[CH:23]=[CH:22][C:21]([C:24]([NH:26][O:27]CC4C=CC=CC=4)=[O:25])=[CH:20][CH:19]=3)=[O:16])[CH2:14][CH2:13][CH2:12][CH2:11][CH2:10]2)=[CH:5][CH:4]=1. (3) The reactants are: [C:1]1([NH:7][C:8]2[CH:17]=[CH:16][C:15]3[C:10](=CC=CC=3)[CH:9]=2)[CH:6]=[CH:5][CH:4]=C[CH:2]=1.[CH3:18]C(C)=O. Given the product [CH3:18][C:1]1([CH3:2])[CH:6]=[C:5]([CH3:4])[C:9]2[C:8](=[CH:17][CH:16]=[CH:15][CH:10]=2)[NH:7]1, predict the reactants needed to synthesize it. (4) Given the product [C:1]1([C:17]2[CH:18]=[C:19]3[C:23](=[CH:24][C:25]=2[C:1]2[CH:6]=[CH:5][CH:4]=[CH:3][CH:2]=2)[N:22]([CH2:27][O:28][CH2:29][CH2:30][Si:31]([CH3:34])([CH3:33])[CH3:32])[N:21]=[C:20]3[NH:35][C:36](=[O:40])[CH2:37][CH2:38][CH3:39])[CH:6]=[CH:5][CH:4]=[CH:3][CH:2]=1, predict the reactants needed to synthesize it. The reactants are: [C:1]1(B(O)O)[CH:6]=[CH:5][CH:4]=[CH:3][CH:2]=1.C(=O)([O-])[O-].[Na+].[Na+].Br[C:17]1[CH:18]=[C:19]2[C:23](=[CH:24][C:25]=1Br)[N:22]([CH2:27][O:28][CH2:29][CH2:30][Si:31]([CH3:34])([CH3:33])[CH3:32])[N:21]=[C:20]2[NH:35][C:36](=[O:40])[CH2:37][CH2:38][CH3:39]. (5) Given the product [Cl:1][C:2]1[CH:7]=[C:6]([Cl:8])[CH:5]=[CH:4][C:3]=1[C:9]1[C:30](=[O:31])[N:29]([CH3:32])[C:12]2[N:13]([CH3:28])[C:14]3[C:19]([C:11]=2[CH:10]=1)=[CH:18][C:17]([C:20]1[C:21]([CH3:26])=[CH:22][NH:23][N:34]=1)=[CH:16][CH:15]=3, predict the reactants needed to synthesize it. The reactants are: [Cl:1][C:2]1[CH:7]=[C:6]([Cl:8])[CH:5]=[CH:4][C:3]=1[C:9]1[C:30](=[O:31])[N:29]([CH3:32])[C:12]2[N:13]([CH3:28])[C:14]3[C:19]([C:11]=2[CH:10]=1)=[CH:18][C:17]([C:20](=O)[C:21]([CH3:26])=[CH:22][N:23](C)C)=[CH:16][CH:15]=3.O.[NH2:34]N. (6) Given the product [CH3:4][C:2]([C:5]1[CH:6]=[CH:7][C:8]([S:11]([NH:14][C:15]2[N:20]=[C:19]([C:21]3[N:26]=[CH:25][CH:24]=[CH:23][N:22]=3)[N:18]=[C:17]([O:27][CH2:28][CH2:29][OH:30])[C:16]=2[O:31][C:32]2[C:37]([O:38][CH3:39])=[CH:36][CH:35]=[CH:34][CH:33]=2)(=[O:12])=[O:13])=[CH:9][CH:10]=1)([CH3:1])[CH3:3].[OH2:12], predict the reactants needed to synthesize it. The reactants are: [CH3:1][C:2]([C:5]1[CH:10]=[CH:9][C:8]([S:11]([N-:14][C:15]2[N:20]=[C:19]([C:21]3[N:26]=[CH:25][CH:24]=[CH:23][N:22]=3)[N:18]=[C:17]([O:27][CH2:28][CH2:29][OH:30])[C:16]=2[O:31][C:32]2[C:37]([O:38][CH3:39])=[CH:36][CH:35]=[CH:34][CH:33]=2)(=[O:13])=[O:12])=[CH:7][CH:6]=1)([CH3:4])[CH3:3].[Na+]. (7) Given the product [ClH:35].[F:29][C:2]([F:1])([F:30])[C:3]1[CH:4]=[C:5]([C:9]2[N:10]=[C:11]([CH:14]3[CH2:19][CH2:18][N:17]([C:20]4[N:25]=[CH:24][N:23]=[C:22]5[NH:26][N:27]=[CH:28][C:21]=45)[CH2:16][CH2:15]3)[NH:12][CH:13]=2)[CH:6]=[CH:7][CH:8]=1, predict the reactants needed to synthesize it. The reactants are: [F:1][C:2]([F:30])([F:29])[C:3]1[CH:4]=[C:5]([C:9]2[N:10]=[C:11]([CH:14]3[CH2:19][CH2:18][N:17]([C:20]4[N:25]=[CH:24][N:23]=[C:22]5[NH:26][N:27]=[CH:28][C:21]=45)[CH2:16][CH2:15]3)[NH:12][CH:13]=2)[CH:6]=[CH:7][CH:8]=1.CC(O)C.[ClH:35]. (8) Given the product [CH:22]1([N:18]([C@H:11]2[C:12]3[C:17](=[CH:16][CH:15]=[CH:14][CH:13]=3)[NH:8][C@@H:9]([CH3:25])[CH2:10]2)[C:19](=[O:21])[CH3:20])[CH2:23][CH2:24]1, predict the reactants needed to synthesize it. The reactants are: C([N:8]1[C:17]2[C:12](=[CH:13][CH:14]=[CH:15][CH:16]=2)[C@H:11]([N:18]([CH:22]2[CH2:24][CH2:23]2)[C:19](=[O:21])[CH3:20])[CH2:10][C@@H:9]1[CH3:25])C1C=CC=CC=1.C([O-])=O.[NH4+]. (9) Given the product [CH3:24][O:23][C:18]1[CH:19]=[C:20]2[C:15](=[CH:16][C:17]=1[O:25][CH3:26])[C:14]1=[CH:27][C:10](=[N:4][C:3]3[CH:5]=[CH:6][CH:7]=[CH:8][C:2]=3[CH3:1])[NH:11][C:12](=[O:28])[N:13]1[CH2:22][CH2:21]2, predict the reactants needed to synthesize it. The reactants are: [CH3:1][C:2]1[CH:8]=[CH:7][CH:6]=[CH:5][C:3]=1[NH2:4].Cl[C:10]1[CH:27]=[C:14]2[C:15]3[C:20]([CH2:21][CH2:22][N:13]2[C:12](=[O:28])[N:11]=1)=[CH:19][C:18]([O:23][CH3:24])=[C:17]([O:25][CH3:26])[CH:16]=3.